This data is from Reaction yield outcomes from USPTO patents with 853,638 reactions. The task is: Predict the reaction yield, written as a fraction of the theoretical maximum amount of product (1.0 means a 100% yield; for example, 0.34 means a 34% yield). (1) The reactants are FC(F)(F)C(O)=O.C(OC([N:15]1[CH2:20][CH2:19][C:18]2[N:21]([CH2:31][CH:32]([OH:48])[CH2:33][N:34]3[CH2:39][CH2:38][N:37]([C:40]4[CH:45]=[CH:44][CH:43]=[CH:42][C:41]=4[C:46]#[N:47])[CH2:36][CH2:35]3)[N:22]=[C:23]([C:24]3[CH:29]=[CH:28][C:27]([I:30])=[CH:26][CH:25]=3)[C:17]=2[CH2:16]1)=O)(C)(C)C. The catalyst is C(Cl)Cl. The product is [OH:48][CH:32]([CH2:31][N:21]1[C:18]2[CH2:19][CH2:20][NH:15][CH2:16][C:17]=2[C:23]([C:24]2[CH:29]=[CH:28][C:27]([I:30])=[CH:26][CH:25]=2)=[N:22]1)[CH2:33][N:34]1[CH2:35][CH2:36][N:37]([C:40]2[CH:45]=[CH:44][CH:43]=[CH:42][C:41]=2[C:46]#[N:47])[CH2:38][CH2:39]1. The yield is 1.00. (2) The yield is 0.620. No catalyst specified. The product is [CH3:1][O:2][C:3](=[O:24])[C@H:4]([CH2:6][C:7]1[CH:8]=[CH:9][C:10]([NH:13][C:14]([C:16]2[C:21]([Cl:22])=[CH:20][CH:19]=[CH:18][C:17]=2[Cl:23])=[O:15])=[CH:11][CH:12]=1)[NH:5][C:38]([C:33]1([CH2:32][CH2:31][CH:27]2[O:28][CH2:29][CH2:30][NH:25][CH2:26]2)[CH2:34][CH2:35][CH2:36][CH2:37]1)=[O:39]. The reactants are [CH3:1][O:2][C:3](=[O:24])[C@H:4]([CH2:6][C:7]1[CH:12]=[CH:11][C:10]([NH:13][C:14]([C:16]2[C:21]([Cl:22])=[CH:20][CH:19]=[CH:18][C:17]=2[Cl:23])=[O:15])=[CH:9][CH:8]=1)[NH2:5].[NH:25]1[CH2:30][CH2:29][O:28][CH:27]([CH2:31][CH2:32][C:33]2([C:38](O)=[O:39])[CH2:37][CH2:36][CH2:35][CH2:34]2)[CH2:26]1. (3) The reactants are [NH2:1][C:2](=[C:10]([C:15](=O)[CH:16]([CH3:18])[CH3:17])[C:11]([O:13][CH3:14])=[O:12])[C:3]1[CH:8]=[CH:7][C:6]([F:9])=[CH:5][CH:4]=1.C1(C)C=CC=CC=1.[C:27]([N:29]([CH3:34])[S:30]([CH3:33])(=[O:32])=[O:31])#[N:28]. The catalyst is [Ti](Cl)(Cl)(Cl)Cl.O. The product is [F:9][C:6]1[CH:7]=[CH:8][C:3]([C:2]2[C:10]([C:11]([O:13][CH3:14])=[O:12])=[C:15]([CH:16]([CH3:18])[CH3:17])[N:28]=[C:27]([N:29]([S:30]([CH3:33])(=[O:32])=[O:31])[CH3:34])[N:1]=2)=[CH:4][CH:5]=1. The yield is 0.135. (4) The yield is 0.920. The reactants are [F:1][C@@H:2]1[CH2:6][CH2:5][N:4]([C:7]2[C:12]([CH2:13]O)=[CH:11][CH:10]=[CH:9][N:8]=2)[CH2:3]1.O=S(Cl)[Cl:17]. The catalyst is ClCCl. The product is [Cl:17][CH2:13][C:12]1[C:7]([N:4]2[CH2:5][CH2:6][C@@H:2]([F:1])[CH2:3]2)=[N:8][CH:9]=[CH:10][CH:11]=1. (5) The reactants are [O:1]1[CH2:3][CH:2]1[C:4]([OH:6])=O.O1CCCC1.C(Cl)(=O)C(Cl)=O.Cl.[NH2:19][C:20]1[N:21]=[C:22]2[CH:27]=[CH:26][C:25]([O:28][C:29]3[CH:30]=[CH:31][C:32]([CH3:45])=[C:33]([NH:35][C:36]([C:38]4[N:42]([CH3:43])[N:41]=[C:40]([CH3:44])[CH:39]=4)=[O:37])[CH:34]=3)=[N:24][N:23]2[CH:46]=1. The catalyst is CN(C)C=O.CN(C)C(=O)C. The product is [CH3:43][N:42]1[C:38]([C:36]([NH:35][C:33]2[CH:34]=[C:29]([O:28][C:25]3[CH:26]=[CH:27][C:22]4[N:23]([CH:46]=[C:20]([NH:19][C:4]([CH:2]5[CH2:3][O:1]5)=[O:6])[N:21]=4)[N:24]=3)[CH:30]=[CH:31][C:32]=2[CH3:45])=[O:37])=[CH:39][C:40]([CH3:44])=[N:41]1. The yield is 0.520. (6) The reactants are C[O:2][C:3](=[O:32])[C:4]1[CH:9]=[CH:8][C:7]([NH:10][C@@H:11]([C:16]2[CH:21]=[CH:20][C:19]([C:22]3[CH:27]=[CH:26][C:25]([C:28]([F:31])([F:30])[F:29])=[CH:24][CH:23]=3)=[CH:18][CH:17]=2)[CH2:12][CH:13]([CH3:15])[CH3:14])=[N:6][CH:5]=1.CO.[OH-].[Na+]. The catalyst is O1CCCC1. The product is [CH3:14][CH:13]([CH3:15])[CH2:12][C@@H:11]([NH:10][C:7]1[CH:8]=[CH:9][C:4]([C:3]([OH:32])=[O:2])=[CH:5][N:6]=1)[C:16]1[CH:17]=[CH:18][C:19]([C:22]2[CH:23]=[CH:24][C:25]([C:28]([F:31])([F:30])[F:29])=[CH:26][CH:27]=2)=[CH:20][CH:21]=1. The yield is 0.900.